From a dataset of Peptide-MHC class I binding affinity with 185,985 pairs from IEDB/IMGT. Regression. Given a peptide amino acid sequence and an MHC pseudo amino acid sequence, predict their binding affinity value. This is MHC class I binding data. The peptide sequence is YLDNVGVHI. The MHC is HLA-B53:01 with pseudo-sequence HLA-B53:01. The binding affinity (normalized) is 0.213.